Dataset: Full USPTO retrosynthesis dataset with 1.9M reactions from patents (1976-2016). Task: Predict the reactants needed to synthesize the given product. (1) Given the product [Si:18]([O:1][CH2:2][C@@H:3]1[CH:7]=[CH:6][C:5](=[O:8])[O:4]1)([C:14]([CH3:17])([CH3:16])[CH3:15])([C:25]1[CH:26]=[CH:27][CH:28]=[CH:29][CH:30]=1)[C:19]1[CH:24]=[CH:23][CH:22]=[CH:21][CH:20]=1, predict the reactants needed to synthesize it. The reactants are: [OH:1][CH2:2][C@@H:3]1[CH:7]=[CH:6][C:5](=[O:8])[O:4]1.N1C=CN=C1.[C:14]([Si:18](Cl)([C:25]1[CH:30]=[CH:29][CH:28]=[CH:27][CH:26]=1)[C:19]1[CH:24]=[CH:23][CH:22]=[CH:21][CH:20]=1)([CH3:17])([CH3:16])[CH3:15]. (2) Given the product [O:1]=[C:2]1[N:6]([C:7]2[CH:8]=[CH:9][C:10]3[C:16]4[NH:38][N:39]=[C:18]([C:20]5[CH:21]=[N:22][CH:23]=[CH:24][CH:25]=5)[C:15]=4[CH2:14][CH2:13][CH2:12][C:11]=3[CH:26]=2)[CH2:5][C@H:4]([CH2:27][NH:28][C:29](=[O:36])[C:30]2[CH:35]=[CH:34][CH:33]=[N:32][CH:31]=2)[O:3]1, predict the reactants needed to synthesize it. The reactants are: [O:1]=[C:2]1[N:6]([C:7]2[CH:8]=[CH:9][C:10]3[C:16](=O)[CH:15]([C:18]([C:20]4[CH:21]=[N:22][CH:23]=[CH:24][CH:25]=4)=O)[CH2:14][CH2:13][CH2:12][C:11]=3[CH:26]=2)[CH2:5][C@H:4]([CH2:27][NH:28][C:29](=[O:36])[C:30]2[CH:35]=[CH:34][CH:33]=[N:32][CH:31]=2)[O:3]1.O.[NH2:38][NH2:39].